From a dataset of Peptide-MHC class II binding affinity with 134,281 pairs from IEDB. Regression. Given a peptide amino acid sequence and an MHC pseudo amino acid sequence, predict their binding affinity value. This is MHC class II binding data. (1) The peptide sequence is EIVQFLEETFAAYDQ. The MHC is DRB3_0101 with pseudo-sequence DRB3_0101. The binding affinity (normalized) is 0.262. (2) The peptide sequence is AMVAQPVISTMIPKY. The MHC is H-2-IAd with pseudo-sequence H-2-IAd. The binding affinity (normalized) is 0.586.